Dataset: Catalyst prediction with 721,799 reactions and 888 catalyst types from USPTO. Task: Predict which catalyst facilitates the given reaction. (1) Reactant: [F:1][C:2]1[CH:7]=[CH:6][CH:5]=[C:4]([OH:8])[C:3]=1[CH:9]1[N:13]([CH2:14][C:15]2[CH:20]=[CH:19][C:18]([O:21][C:22]([F:25])([F:24])[F:23])=[CH:17][CH:16]=2)[C:12](=[O:26])[CH:11]([CH3:27])[CH2:10]1.Br[CH2:29][CH2:30][O:31][CH2:32][C:33]1[CH:38]=[CH:37][CH:36]=[CH:35][CH:34]=1.C(=O)([O-])[O-].[K+].[K+].C(=O)([O-])[O-].[Cs+].[Cs+]. Product: [CH2:32]([O:31][CH2:30][CH2:29][O:8][C:4]1[CH:5]=[CH:6][CH:7]=[C:2]([F:1])[C:3]=1[CH:9]1[N:13]([CH2:14][C:15]2[CH:20]=[CH:19][C:18]([O:21][C:22]([F:23])([F:24])[F:25])=[CH:17][CH:16]=2)[C:12](=[O:26])[CH:11]([CH3:27])[CH2:10]1)[C:33]1[CH:38]=[CH:37][CH:36]=[CH:35][CH:34]=1. The catalyst class is: 18. (2) The catalyst class is: 7. Product: [F:1][C:2]1[CH:10]=[CH:9][C:5]([C:6]2[O:7][CH:12]=[C:13]([C:14]([O:16][CH2:17][CH3:18])=[O:15])[N:8]=2)=[CH:4][CH:3]=1. Reactant: [F:1][C:2]1[CH:10]=[CH:9][C:5]([C:6]([NH2:8])=[O:7])=[CH:4][CH:3]=1.Br[CH2:12][C:13](=O)[C:14]([O:16][CH2:17][CH3:18])=[O:15].C(=O)([O-])O.[Na+].